From a dataset of Forward reaction prediction with 1.9M reactions from USPTO patents (1976-2016). Predict the product of the given reaction. (1) Given the reactants Br[C:2]1[CH:7]=[CH:6][C:5]([Cl:8])=[CH:4][CH:3]=1.[NH2:9][C:10]([CH3:33])([CH3:32])[CH2:11][NH:12][C:13]([C:26]1[CH:31]=[CH:30][CH:29]=[CH:28][CH:27]=1)([C:20]1[CH:25]=[CH:24][CH:23]=[CH:22][CH:21]=1)[C:14]1[CH:19]=[CH:18][CH:17]=[CH:16][CH:15]=1.CC(C)([O-])C.[Na+], predict the reaction product. The product is: [Cl:8][C:5]1[CH:6]=[CH:7][C:2]([NH:9][C:10]([CH3:33])([CH3:32])[CH2:11][NH:12][C:13]([C:20]2[CH:25]=[CH:24][CH:23]=[CH:22][CH:21]=2)([C:14]2[CH:15]=[CH:16][CH:17]=[CH:18][CH:19]=2)[C:26]2[CH:31]=[CH:30][CH:29]=[CH:28][CH:27]=2)=[CH:3][CH:4]=1. (2) Given the reactants [Cl:1][C:2]1[CH:20]=[C:19]([N+:21]([O-])=O)[CH:18]=[CH:17][C:3]=1[O:4][C:5]1[CH:6]=[C:7]([N:11]2[CH:15]=[CH:14][N:13]=[C:12]2[CH3:16])[CH:8]=[CH:9][CH:10]=1.CO, predict the reaction product. The product is: [Cl:1][C:2]1[CH:20]=[C:19]([CH:18]=[CH:17][C:3]=1[O:4][C:5]1[CH:10]=[CH:9][CH:8]=[C:7]([N:11]2[CH:15]=[CH:14][N:13]=[C:12]2[CH3:16])[CH:6]=1)[NH2:21]. (3) The product is: [CH:32]1([C:2]2[C:3]([NH:12][C@H:13]3[CH2:17][CH2:16][CH2:15][C@@H:14]3[NH:18][C:19](=[O:31])[C:20]3[CH:25]=[CH:24][CH:23]=[CH:22][C:21]=3[N:26]3[N:30]=[CH:29][CH:28]=[N:27]3)=[N:4][CH:5]=[C:6]([C:8]([F:11])([F:10])[F:9])[N:7]=2)[CH2:34][CH2:33]1. Given the reactants Cl[C:2]1[C:3]([NH:12][C@H:13]2[CH2:17][CH2:16][CH2:15][C@@H:14]2[NH:18][C:19](=[O:31])[C:20]2[CH:25]=[CH:24][CH:23]=[CH:22][C:21]=2[N:26]2[N:30]=[CH:29][CH:28]=[N:27]2)=[N:4][CH:5]=[C:6]([C:8]([F:11])([F:10])[F:9])[N:7]=1.[CH:32]1(B(O)O)[CH2:34][CH2:33]1.C(=O)([O-])[O-].[K+].[K+], predict the reaction product. (4) The product is: [CH3:1][O:2][C:3](=[O:26])[C:4]1[CH:9]=[C:8]([CH3:10])[C:7]([Br:11])=[C:6]([S:12]([CH2:15][C:16]2[CH:21]=[CH:20][CH:19]=[C:18]([Cl:22])[C:17]=2[NH2:23])(=[O:14])=[O:13])[CH:5]=1. Given the reactants [CH3:1][O:2][C:3](=[O:26])[C:4]1[CH:9]=[C:8]([CH3:10])[C:7]([Br:11])=[C:6]([S:12]([CH2:15][C:16]2[CH:21]=[CH:20][CH:19]=[C:18]([Cl:22])[C:17]=2[N+:23]([O-])=O)(=[O:14])=[O:13])[CH:5]=1, predict the reaction product.